From a dataset of CYP1A2 inhibition data for predicting drug metabolism from PubChem BioAssay. Regression/Classification. Given a drug SMILES string, predict its absorption, distribution, metabolism, or excretion properties. Task type varies by dataset: regression for continuous measurements (e.g., permeability, clearance, half-life) or binary classification for categorical outcomes (e.g., BBB penetration, CYP inhibition). Dataset: cyp1a2_veith. (1) The compound is Nc1nc(Sc2ccc([N+](=O)[O-])c3nonc23)c2[nH]cnc2n1. The result is 0 (non-inhibitor). (2) The molecule is Cn1c(=O)c(-c2ccc(F)cc2)nc2cnc(Oc3ccccc3)nc21. The result is 1 (inhibitor). (3) The molecule is O=C1Nc2ccccc2C1=Nc1ccc(S(=O)(=O)Nc2nccs2)cc1. The result is 0 (non-inhibitor). (4) The compound is COc1ccc(CNc2nc3nc4c(c(=O)n3[nH]2)CCC4)cc1. The result is 0 (non-inhibitor). (5) The molecule is COc1ccc(Oc2ncc3nc(-c4ccc(Cl)cc4)c(=O)n(C)c3n2)cc1. The result is 1 (inhibitor). (6) The molecule is N#C[C@H](Cc1ccc(O)cc1)c1ccc(O)cc1. The result is 1 (inhibitor).